Regression/Classification. Given a drug SMILES string, predict its absorption, distribution, metabolism, or excretion properties. Task type varies by dataset: regression for continuous measurements (e.g., permeability, clearance, half-life) or binary classification for categorical outcomes (e.g., BBB penetration, CYP inhibition). Dataset: rlm. From a dataset of Rat liver microsome stability data. (1) The molecule is NC(=O)C1CCN(c2nc(-c3cccc4sc5ccccc5c34)cs2)CC1. The result is 0 (unstable in rat liver microsomes). (2) The molecule is CS(=O)(=O)N1CCN(C(=O)c2cnc3ccc(F)cc3c2N2CCC3(CC2)C(=O)Cc2ccccc23)CC1. The result is 1 (stable in rat liver microsomes). (3) The compound is C=C(C)[C@@H]1CC[C@]2(NCCN3CCN(S(=O)(=O)CC)CC3)CC[C@]3(C)[C@H](CC[C@@H]4[C@@]5(C)CC=C(c6ccc(C(=O)O)cc6)C(C)(C)[C@@H]5CC[C@]43C)[C@@H]12. The result is 0 (unstable in rat liver microsomes). (4) The drug is CN(C(=O)CSc1nc(O)c2c(n1)CCCC2)c1ccccc1. The result is 1 (stable in rat liver microsomes). (5) The compound is O=C(Nc1ccc(S(=O)(=O)Nc2nccs2)cc1)c1ccnc(-c2ccccc2)c1. The result is 0 (unstable in rat liver microsomes).